Task: Predict the reactants needed to synthesize the given product.. Dataset: Full USPTO retrosynthesis dataset with 1.9M reactions from patents (1976-2016) (1) Given the product [Cl:1][C:2]1[CH:3]=[CH:4][C:5]2[NH:11][C:10](=[O:23])[C@@H:9]([CH2:24][C:25]([O:27][CH2:28][CH3:29])=[O:26])[O:8][C@H:7]([C:30]3[CH:35]=[CH:34][CH:33]=[C:32]([O:36][CH3:37])[C:31]=3[Cl:38])[C:6]=2[CH:39]=1, predict the reactants needed to synthesize it. The reactants are: [Cl:1][C:2]1[CH:3]=[CH:4][C:5]2[N:11](CC3C=CC(OC)=CC=3OC)[C:10](=[O:23])[C@@H:9]([CH2:24][C:25]([O:27][CH2:28][CH3:29])=[O:26])[O:8][C@H:7]([C:30]3[CH:35]=[CH:34][CH:33]=[C:32]([O:36][CH3:37])[C:31]=3[Cl:38])[C:6]=2[CH:39]=1.[N+]([O-])([O-])=O.[Ce+4].[Ce+4].[NH4+].[N+]([O-])([O-])=O.[N+]([O-])([O-])=O.[N+]([O-])([O-])=O.[N+]([O-])([O-])=O.[N+]([O-])([O-])=O.[N+]([O-])([O-])=O.[N+]([O-])([O-])=O.[N+]([O-])([O-])=O.C(=O)(O)[O-].[Na+]. (2) The reactants are: [CH2:1]([O:3][C:4](=[O:18])[CH:5]([O:15][CH2:16][CH3:17])[CH2:6][C:7]1[CH:12]=[CH:11][C:10]([OH:13])=[CH:9][C:8]=1[CH3:14])[CH3:2].Cl[CH2:20][C:21]1[N:22]=[C:23]([C:27]2[CH:32]=[CH:31][CH:30]=[CH:29][CH:28]=2)[O:24][C:25]=1[CH3:26].C(=O)([O-])[O-].[K+].[K+].[I-].[K+]. Given the product [CH2:1]([O:3][C:4](=[O:18])[CH:5]([O:15][CH2:16][CH3:17])[CH2:6][C:7]1[CH:12]=[CH:11][C:10]([O:13][CH2:20][C:21]2[N:22]=[C:23]([C:27]3[CH:32]=[CH:31][CH:30]=[CH:29][CH:28]=3)[O:24][C:25]=2[CH3:26])=[CH:9][C:8]=1[CH3:14])[CH3:2], predict the reactants needed to synthesize it. (3) Given the product [NH2:42][C:39]1[N:40]=[CH:41][C:36]([C:16]2[N:17]=[C:18]([N:21]3[CH2:26][CH2:25][O:24][CH2:23][CH2:22]3)[C:19]3[S:20][C:12]([CH2:11][N:8]4[CH2:9][CH2:10][CH:5]([C:3]([NH:2][CH3:1])=[O:4])[CH2:6][CH2:7]4)=[CH:13][C:14]=3[N:15]=2)=[CH:37][N:38]=1, predict the reactants needed to synthesize it. The reactants are: [CH3:1][NH:2][C:3]([CH:5]1[CH2:10][CH2:9][N:8]([CH2:11][C:12]2[S:20][C:19]3[C:18]([N:21]4[CH2:26][CH2:25][O:24][CH2:23][CH2:22]4)=[N:17][C:16](Cl)=[N:15][C:14]=3[CH:13]=2)[CH2:7][CH2:6]1)=[O:4].CC1(C)C(C)(C)OB([C:36]2[CH:37]=[N:38][C:39]([NH2:42])=[N:40][CH:41]=2)O1. (4) The reactants are: Br[CH2:2][C:3]([O:5][CH2:6][CH3:7])=[O:4].[C:8]([O:12][C:13](=[O:16])[NH:14][NH2:15])([CH3:11])([CH3:10])[CH3:9]. Given the product [CH2:6]([O:5][C:3](=[O:4])[CH2:2][NH:15][NH:14][C:13]([O:12][C:8]([CH3:11])([CH3:10])[CH3:9])=[O:16])[CH3:7], predict the reactants needed to synthesize it. (5) Given the product [Br:22][C:10]1[C:6]([C:5]2[S:1][C:2]3[CH2:21][CH2:20][CH2:19][C:3]=3[CH:4]=2)=[N:7][N:8]([CH3:18])[C:9]=1[CH:11]=[O:12], predict the reactants needed to synthesize it. The reactants are: [S:1]1[C:5]([C:6]2[CH:10]=[C:9]([CH:11](OCC)[O:12]CC)[N:8]([CH3:18])[N:7]=2)=[CH:4][C:3]2[CH2:19][CH2:20][CH2:21][C:2]1=2.[Br:22]N1C(=O)CCC1=O.